This data is from Forward reaction prediction with 1.9M reactions from USPTO patents (1976-2016). The task is: Predict the product of the given reaction. Given the reactants [Br:1][C:2]1[CH:3]=[C:4]([OH:8])[CH:5]=[CH:6][CH:7]=1.[C:9]([O:13][C:14](=[O:20])[NH:15][CH2:16][CH2:17][CH2:18]O)([CH3:12])([CH3:11])[CH3:10].C1(P(C2C=CC=CC=2)C2C=CC=CC=2)C=CC=CC=1.CC(OC(/N=N/C(OC(C)C)=O)=O)C, predict the reaction product. The product is: [C:9]([O:13][C:14](=[O:20])[NH:15][CH2:16][CH2:17][CH2:18][O:8][C:4]1[CH:5]=[CH:6][CH:7]=[C:2]([Br:1])[CH:3]=1)([CH3:12])([CH3:11])[CH3:10].